The task is: Predict which catalyst facilitates the given reaction.. This data is from Catalyst prediction with 721,799 reactions and 888 catalyst types from USPTO. (1) Reactant: [H-].[Na+].CS(C)=O.[C:7]([O:11][C:12](=[O:51])[NH:13][C:14]1[CH:19]=[CH:18][CH:17]=[C:16]([O:20][CH2:21][CH2:22][CH2:23][N:24]([CH2:39][C:40]2[CH:45]=[CH:44][CH:43]=[C:42]([C:46]([F:49])([F:48])[F:47])[C:41]=2[Cl:50])[CH2:25][CH:26]([C:33]2[CH:38]=[CH:37][CH:36]=[CH:35][CH:34]=2)[C:27]2[CH:32]=[CH:31][CH:30]=[CH:29][CH:28]=2)[CH:15]=1)([CH3:10])([CH3:9])[CH3:8].[CH3:52][O:53][C:54](=[O:57])[CH2:55]Br. Product: [CH3:52][O:53][C:54](=[O:57])[CH2:55][N:13]([C:12]([O:11][C:7]([CH3:10])([CH3:8])[CH3:9])=[O:51])[C:14]1[CH:19]=[CH:18][CH:17]=[C:16]([O:20][CH2:21][CH2:22][CH2:23][N:24]([CH2:39][C:40]2[CH:45]=[CH:44][CH:43]=[C:42]([C:46]([F:48])([F:49])[F:47])[C:41]=2[Cl:50])[CH2:25][CH:26]([C:33]2[CH:34]=[CH:35][CH:36]=[CH:37][CH:38]=2)[C:27]2[CH:32]=[CH:31][CH:30]=[CH:29][CH:28]=2)[CH:15]=1. The catalyst class is: 3. (2) Reactant: [C:1]([C:4]1[CH:9]=[CH:8][C:7]([N:10]=[N:11][C:12](=[C:16]2[C:25]3[C:20](=[CH:21][CH:22]=[CH:23][CH:24]=3)[CH2:19][C:18]([CH3:27])([CH3:26])[NH:17]2)[C:13]([NH2:15])=[O:14])=[CH:6][CH:5]=1)(=[O:3])[CH3:2].CN(C1C=CC=CN=1)C.[C:37](OC(=O)C)(=[O:39])[CH3:38]. Product: [C:37]([N:17]1[C:18]([CH3:27])([CH3:26])[CH2:19][C:20]2[C:25](=[CH:24][CH:23]=[CH:22][CH:21]=2)[C:16]1=[C:12]([N:11]=[N:10][C:7]1[CH:6]=[CH:5][C:4]([C:1](=[O:3])[CH3:2])=[CH:9][CH:8]=1)[C:13]([NH2:15])=[O:14])(=[O:39])[CH3:38]. The catalyst class is: 17. (3) Reactant: [CH3:1][C:2]1[CH:3]=[CH:4][C:5]([C:8]2[N:12]([C:13]3[CH:14]=[CH:15][C:16]([S:19]([NH2:22])(=[O:21])=[O:20])=[CH:17][CH:18]=3)[N:11]=[C:10]([C:23]([F:26])([F:25])[F:24])[CH:9]=2)=[CH:6][CH:7]=1.[C:35](O[C:35]([O:37][C:38]([CH3:41])([CH3:40])[CH3:39])=[O:36])([O:37][C:38]([CH3:41])([CH3:40])[CH3:39])=[O:36].C(N(CC)CC)C.Br[CH2:50][C:51]([O:53][CH3:54])=[O:52].C([O-])([O-])=O.[K+].[K+].C([O-])(O)=O.[Na+]. Product: [C:38]([O:37][C:35]([N:22]([S:19]([C:16]1[CH:15]=[CH:14][C:13]([N:12]2[C:8]([C:5]3[CH:6]=[CH:7][C:2]([CH3:1])=[CH:3][CH:4]=3)=[CH:9][C:10]([C:23]([F:24])([F:26])[F:25])=[N:11]2)=[CH:18][CH:17]=1)(=[O:21])=[O:20])[CH2:50][C:51]([O:53][CH3:54])=[O:52])=[O:36])([CH3:39])([CH3:40])[CH3:41]. The catalyst class is: 251. (4) Reactant: Cl[CH2:2]/[CH:3]=[CH:4]/[C:5]([N:7]1[CH2:28][CH2:27][C:10]2[C:11]3[C:16]([NH:17][C:18]4[CH:23]=[CH:22][C:21]([Cl:24])=[C:20]([Cl:25])[CH:19]=4)=[N:15][CH:14]=[N:13][C:12]=3[S:26][C:9]=2[CH2:8]1)=[O:6].[N:29]1[CH:34]=[CH:33][CH:32]=[CH:31][C:30]=1[N:35]1[CH2:40][CH2:39][NH:38][CH2:37][CH2:36]1. Product: [Cl:25][C:20]1[CH:19]=[C:18]([NH:17][C:16]2[C:11]3[C:10]4[CH2:27][CH2:28][N:7]([C:5](=[O:6])/[CH:4]=[CH:3]/[CH2:2][N:38]5[CH2:39][CH2:40][N:35]([C:30]6[CH:31]=[CH:32][CH:33]=[CH:34][N:29]=6)[CH2:36][CH2:37]5)[CH2:8][C:9]=4[S:26][C:12]=3[N:13]=[CH:14][N:15]=2)[CH:23]=[CH:22][C:21]=1[Cl:24]. The catalyst class is: 3. (5) Product: [F:13][C:12]([F:14])([F:15])[O:11][C:9]1[CH:10]=[C:4]([NH2:1])[C:5]([NH2:6])=[CH:7][CH:8]=1. Reactant: [N+:1]([C:4]1[CH:10]=[C:9]([O:11][C:12]([F:15])([F:14])[F:13])[CH:8]=[CH:7][C:5]=1[NH2:6])([O-])=O.CCO.[Cl-].[NH4+]. The catalyst class is: 739. (6) Reactant: [F:1][C:2]1[CH:3]=[CH:4][C:5]([O:34][CH3:35])=[C:6]([C:8]2[C:12]([C:13]3[N:14]=[C:15]([NH:18][C:19]4[N:24]=[CH:23][CH:22]=[CH:21][N:20]=4)[S:16][CH:17]=3)=[CH:11][N:10](CC3C=CC(OC)=CC=3)[N:9]=2)[CH:7]=1. Product: [F:1][C:2]1[CH:3]=[CH:4][C:5]([O:34][CH3:35])=[C:6]([C:8]2[C:12]([C:13]3[N:14]=[C:15]([NH:18][C:19]4[N:24]=[CH:23][CH:22]=[CH:21][N:20]=4)[S:16][CH:17]=3)=[CH:11][NH:10][N:9]=2)[CH:7]=1. The catalyst class is: 67. (7) Reactant: [CH2:1]([O:5][CH2:6][CH2:7][O:8][C:9]1[CH:14]=[CH:13][C:12]([C:15]2[CH:16]=[CH:17][C:18]3[N:24]([CH2:25][CH2:26][CH3:27])[CH2:23][CH2:22][C:21]([C:28]([NH:30][C:31]4[CH:36]=[CH:35][C:34]([S:37][CH2:38][CH2:39][N:40]5[CH:44]=[N:43][CH:42]=[N:41]5)=[CH:33][CH:32]=4)=[O:29])=[CH:20][C:19]=3[CH:45]=2)=[CH:11][CH:10]=1)[CH2:2][CH2:3][CH3:4].ClC1C=CC=C(C(OO)=[O:54])C=1.S([O-])([O-])(=O)=S.[Na+].[Na+]. Product: [CH2:1]([O:5][CH2:6][CH2:7][O:8][C:9]1[CH:10]=[CH:11][C:12]([C:15]2[CH:16]=[CH:17][C:18]3[N:24]([CH2:25][CH2:26][CH3:27])[CH2:23][CH2:22][C:21]([C:28]([NH:30][C:31]4[CH:32]=[CH:33][C:34]([S:37]([CH2:38][CH2:39][N:40]5[CH:44]=[N:43][CH:42]=[N:41]5)=[O:54])=[CH:35][CH:36]=4)=[O:29])=[CH:20][C:19]=3[CH:45]=2)=[CH:13][CH:14]=1)[CH2:2][CH2:3][CH3:4]. The catalyst class is: 2.